Dataset: Full USPTO retrosynthesis dataset with 1.9M reactions from patents (1976-2016). Task: Predict the reactants needed to synthesize the given product. (1) Given the product [ClH:33].[OH:1][C@H:2]([C:27]1[CH:28]=[CH:29][CH:30]=[CH:31][CH:32]=1)[CH2:3][NH:4][C:5]1[CH:10]=[CH:9][C:8]([CH2:11][CH2:12][NH:13][CH2:14][C@H:15]([OH:26])[C:16]2[CH:21]=[CH:20][C:19]([OH:22])=[C:18]([NH:23][CH:24]=[O:25])[CH:17]=2)=[CH:7][CH:6]=1.[OH:1][C@H:2]([C:27]1[CH:28]=[CH:29][CH:30]=[CH:31][CH:32]=1)[CH2:3][NH:4][C:5]1[CH:10]=[CH:9][C:8]([CH2:11][CH2:12][NH:13][CH2:14][C@H:15]([OH:26])[C:16]2[CH:21]=[CH:20][C:19]([OH:22])=[C:18]([NH:23][CH:24]=[O:25])[CH:17]=2)=[CH:7][CH:6]=1, predict the reactants needed to synthesize it. The reactants are: [OH:1][C@H:2]([C:27]1[CH:32]=[CH:31][CH:30]=[CH:29][CH:28]=1)[CH2:3][NH:4][C:5]1[CH:10]=[CH:9][C:8]([CH2:11][CH2:12][NH:13][CH2:14][C@H:15]([OH:26])[C:16]2[CH:21]=[CH:20][C:19]([OH:22])=[C:18]([NH:23][CH:24]=[O:25])[CH:17]=2)=[CH:7][CH:6]=1.[Cl:33]Cl.O. (2) Given the product [Cl:1][C:2]1[CH:3]=[C:4]([NH:16][C:17]2[C:26]3[C:21](=[CH:22][CH:23]=[CH:24][C:25]=3[O:27][C@H:28]([CH3:33])[C:29](=[O:30])[N:34]3[CH2:38][CH2:37][CH2:36][CH2:35]3)[N:20]=[CH:19][N:18]=2)[CH:5]=[CH:6][C:7]=1[O:8][CH2:9][C:10]1[CH:15]=[CH:14][CH:13]=[CH:12][N:11]=1, predict the reactants needed to synthesize it. The reactants are: [Cl:1][C:2]1[CH:3]=[C:4]([NH:16][C:17]2[C:26]3[C:21](=[CH:22][CH:23]=[CH:24][C:25]=3[O:27][C@H:28]([CH3:33])[C:29](OC)=[O:30])[N:20]=[CH:19][N:18]=2)[CH:5]=[CH:6][C:7]=1[O:8][CH2:9][C:10]1[CH:15]=[CH:14][CH:13]=[CH:12][N:11]=1.[NH:34]1[CH2:38][CH2:37][CH2:36][CH2:35]1. (3) The reactants are: C([O:3][C:4](=[O:40])[C:5]1[CH:10]=[CH:9][C:8]([NH:11][C:12]2[C:13]3[N:14]([CH:37]=[CH:38][N:39]=3)[CH:15]=[C:16]([C:18]3[CH:23]=[CH:22][CH:21]=[C:20]([NH:24][C:25](=[O:36])[C:26]4[CH:31]=[CH:30][C:29]([C:32]([CH3:35])([CH3:34])[CH3:33])=[CH:28][CH:27]=4)[CH:19]=3)[N:17]=2)=[CH:7][CH:6]=1)C.[OH-].[Na+]. Given the product [C:32]([C:29]1[CH:28]=[CH:27][C:26]([C:25]([NH:24][C:20]2[CH:19]=[C:18]([C:16]3[N:17]=[C:12]([NH:11][C:8]4[CH:9]=[CH:10][C:5]([C:4]([OH:40])=[O:3])=[CH:6][CH:7]=4)[C:13]4[N:14]([CH:37]=[CH:38][N:39]=4)[CH:15]=3)[CH:23]=[CH:22][CH:21]=2)=[O:36])=[CH:31][CH:30]=1)([CH3:35])([CH3:33])[CH3:34], predict the reactants needed to synthesize it.